From a dataset of Peptide-MHC class II binding affinity with 134,281 pairs from IEDB. Regression. Given a peptide amino acid sequence and an MHC pseudo amino acid sequence, predict their binding affinity value. This is MHC class II binding data. (1) The peptide sequence is YGAFDPLLAVADICKKYKIW. The MHC is HLA-DQA10301-DQB10302 with pseudo-sequence HLA-DQA10301-DQB10302. The binding affinity (normalized) is 0. (2) The peptide sequence is AAVLFAATAAAAAAV. The MHC is DRB1_0701 with pseudo-sequence DRB1_0701. The binding affinity (normalized) is 0.451. (3) The peptide sequence is LVSKLYEVVPGILTE. The MHC is DRB1_0401 with pseudo-sequence DRB1_0401. The binding affinity (normalized) is 0.579.